From a dataset of Reaction yield outcomes from USPTO patents with 853,638 reactions. Predict the reaction yield, written as a fraction of the theoretical maximum amount of product (1.0 means a 100% yield; for example, 0.34 means a 34% yield). (1) The product is [F:34][C:35]([F:44])([F:45])[C:36]1[CH:41]=[CH:40][C:39]2[N:42]=[C:16]([C:13]3[CH:12]=[C:11]([C@H:9]([NH:8][C:6](=[O:7])[O:5][C:1]([CH3:2])([CH3:3])[CH3:4])[CH3:10])[O:15][N:14]=3)[NH:43][C:38]=2[CH:37]=1. The catalyst is C1COCC1.O. The reactants are [C:1]([O:5][C:6]([NH:8][C@@H:9]([C:11]1[O:15][N:14]=[C:13]([C:16](O)=O)[CH:12]=1)[CH3:10])=[O:7])([CH3:4])([CH3:3])[CH3:2].CCN(CC)CC.ClC(OCC(C)C)=O.[F:34][C:35]([F:45])([F:44])[C:36]1[CH:37]=[C:38]([NH2:43])[C:39]([NH2:42])=[CH:40][CH:41]=1. The yield is 0.888. (2) The reactants are C1([C@H]([NH:9][C@H:10]2[CH2:16][CH2:15][CH2:14][N:13]([C:17]([O:19][C:20]([CH3:23])([CH3:22])[CH3:21])=[O:18])[CH2:12][CH2:11]2)C)C=CC=CC=1.C([O-])=O.[NH4+]. The catalyst is CO.[OH-].[OH-].[Pd+2]. The product is [NH2:9][C@H:10]1[CH2:16][CH2:15][CH2:14][N:13]([C:17]([O:19][C:20]([CH3:23])([CH3:22])[CH3:21])=[O:18])[CH2:12][CH2:11]1. The yield is 0.873. (3) The reactants are [CH3:1][CH:2]([CH2:8][CH2:9][CH:10]=[CH2:11])[CH2:3][C@@H:4]([OH:7])[CH2:5][CH3:6].N1C=CC=CC=1.[C:18]1([CH3:28])[CH:23]=[CH:22][C:21]([S:24](Cl)(=[O:26])=[O:25])=[CH:20][CH:19]=1. The catalyst is C(Cl)Cl.CN(C1C=CN=CC=1)C. The product is [CH3:28][C:18]1[CH:23]=[CH:22][C:21]([S:24]([O:7][C@H:4]([CH2:3][CH:2]([CH3:1])[CH2:8][CH2:9][CH:10]=[CH2:11])[CH2:5][CH3:6])(=[O:26])=[O:25])=[CH:20][CH:19]=1. The yield is 0.790. (4) The reactants are [CH3:1][C:2]1[CH:3]([C:10]2[CH:17]=[CH:16][CH:15]=[CH:14][C:11]=2[CH:12]=O)[C:4]([CH3:9])=[C:5]([CH3:8])[C:6]=1[CH3:7].C(O)(=O)C.[CH3:22][C:23]1[CH:29]=[C:28]([CH3:30])[CH:27]=[C:26]([CH3:31])[C:24]=1[NH2:25]. The catalyst is C(O)C. The product is [CH3:1][C:2]1[CH:3]([C:10]2[CH:17]=[CH:16][CH:15]=[CH:14][C:11]=2[CH:12]=[N:25][C:24]2[C:26]([CH3:31])=[CH:27][C:28]([CH3:30])=[CH:29][C:23]=2[CH3:22])[C:4]([CH3:9])=[C:5]([CH3:8])[C:6]=1[CH3:7]. The yield is 1.00. (5) The reactants are [Br:1][C:2]1[CH:3]=[C:4]([N:8]2[CH2:13][CH2:12][NH:11][CH2:10][CH2:9]2)[CH:5]=[CH:6][CH:7]=1.[C:14](O[C:14]([O:16][C:17]([CH3:20])([CH3:19])[CH3:18])=[O:15])([O:16][C:17]([CH3:20])([CH3:19])[CH3:18])=[O:15].C(N(CC)CC)C.O. The catalyst is C(Cl)Cl. The product is [Br:1][C:2]1[CH:3]=[C:4]([N:8]2[CH2:13][CH2:12][N:11]([C:14]([O:16][C:17]([CH3:20])([CH3:19])[CH3:18])=[O:15])[CH2:10][CH2:9]2)[CH:5]=[CH:6][CH:7]=1. The yield is 0.990.